Dataset: Full USPTO retrosynthesis dataset with 1.9M reactions from patents (1976-2016). Task: Predict the reactants needed to synthesize the given product. (1) Given the product [NH2:10][C:7]1[CH:8]=[CH:9][C:2]([N:22]2[CH2:21][CH2:20][N:19]([CH:16]3[CH2:17][CH2:18][O:13][CH2:14][CH2:15]3)[CH2:24][CH2:23]2)=[C:3]([CH:6]=1)[C:4]#[N:5], predict the reactants needed to synthesize it. The reactants are: Cl[C:2]1[CH:9]=[CH:8][C:7]([N+:10]([O-])=O)=[CH:6][C:3]=1[C:4]#[N:5].[O:13]1[CH2:18][CH2:17][CH:16]([N:19]2[CH2:24][CH2:23][NH:22][CH2:21][CH2:20]2)[CH2:15][CH2:14]1. (2) The reactants are: [Cl:1][C:2]1[N:10]=[CH:9][C:8]([Cl:11])=[CH:7][C:3]=1[C:4]([OH:6])=O.Cl.[F:13][C:14]1[CH:19]=[CH:18][C:17]([CH2:20][CH2:21][CH2:22][CH2:23][C:24]([NH2:26])=[NH:25])=[CH:16][CH:15]=1.CN(C(ON1N=NC2C=CC=CC1=2)=[N+](C)C)C.[B-](F)(F)(F)F.CCN(C(C)C)C(C)C. Given the product [Cl:1][C:2]1[N:10]=[CH:9][C:8]([Cl:11])=[CH:7][C:3]=1[C:4]([NH:26][C:24](=[NH:25])[CH2:23][CH2:22][CH2:21][CH2:20][C:17]1[CH:16]=[CH:15][C:14]([F:13])=[CH:19][CH:18]=1)=[O:6], predict the reactants needed to synthesize it. (3) Given the product [CH3:81][N:79]1[CH:80]=[C:76]([C:73]2[CH:74]=[N:75][C:70]([C:67]3([NH:66][C:64]([C@@H:63]([NH:62][C:16]([C:13]4[N:12]5[C@@:8]([CH2:7][C:6]6[CH:30]=[CH:31][C:3]([C:1]#[N:2])=[CH:4][CH:5]=6)([CH3:29])[C:9](=[O:28])[N:10]([C:19]6[CH:24]=[C:23]([Cl:25])[C:22]([F:26])=[C:21]([Cl:27])[CH:20]=6)[C:11]5=[N:15][CH:14]=4)=[O:18])[C@H:83]([OH:85])[CH3:84])=[O:65])[CH2:68][CH2:69]3)=[N:71][CH:72]=2)[C:77]([CH3:82])=[N:78]1, predict the reactants needed to synthesize it. The reactants are: [C:1]([C:3]1[CH:31]=[CH:30][C:6]([CH2:7][C@@:8]2([CH3:29])[N:12]3[C:13]([C:16]([OH:18])=O)=[CH:14][N:15]=[C:11]3[N:10]([C:19]3[CH:24]=[C:23]([Cl:25])[C:22]([F:26])=[C:21]([Cl:27])[CH:20]=3)[C:9]2=[O:28])=[CH:5][CH:4]=1)#[N:2].CN(C(ON1N=NC2C=CC=CC1=2)=[N+](C)C)C.[B-](F)(F)(F)F.CCN(CC)CC.Cl.[NH2:62][C@@H:63]([C@H:83]([OH:85])[CH3:84])[C:64]([NH:66][C:67]1([C:70]2[N:75]=[CH:74][C:73]([C:76]3[C:77]([CH3:82])=[N:78][N:79]([CH3:81])[CH:80]=3)=[CH:72][N:71]=2)[CH2:69][CH2:68]1)=[O:65]. (4) Given the product [CH:10]([N:9]([CH2:12][C@@H:13]([CH2:17][CH2:18][CH2:19][CH3:20])[C:14]([NH:22][C@@H:23]([C:43]([CH3:46])([CH3:45])[CH3:44])[C:24]([N:26]1[CH2:31][CH2:30][CH:29]([NH:32][C:33](=[O:42])[C:34]2[CH:35]=[CH:36][C:37]([O:40][CH3:41])=[CH:38][CH:39]=2)[CH2:28][CH2:27]1)=[O:25])=[O:15])[OH:8])=[O:11], predict the reactants needed to synthesize it. The reactants are: C([O:8][N:9]([CH2:12][C@@H:13]([CH2:17][CH2:18][CH2:19][CH3:20])[C:14](O)=[O:15])[CH:10]=[O:11])C1C=CC=CC=1.Cl.[NH2:22][C@@H:23]([C:43]([CH3:46])([CH3:45])[CH3:44])[C:24]([N:26]1[CH2:31][CH2:30][CH:29]([NH:32][C:33](=[O:42])[C:34]2[CH:39]=[CH:38][C:37]([O:40][CH3:41])=[CH:36][CH:35]=2)[CH2:28][CH2:27]1)=[O:25]. (5) Given the product [CH2:1]([O:8][C:9]1[C:10]([CH2:17][NH:18][CH2:38][C:30]2[CH:31]=[C:32]([C:34]([O:36][CH3:37])=[O:35])[CH:33]=[C:28]([CH2:27][O:26][Si:19]([C:22]([CH3:25])([CH3:24])[CH3:23])([CH3:20])[CH3:21])[N:29]=2)=[N:11][C:12]([O:15][CH3:16])=[CH:13][CH:14]=1)[C:2]1[CH:7]=[CH:6][CH:5]=[CH:4][CH:3]=1, predict the reactants needed to synthesize it. The reactants are: [CH2:1]([O:8][C:9]1[C:10]([CH2:17][NH2:18])=[N:11][C:12]([O:15][CH3:16])=[CH:13][CH:14]=1)[C:2]1[CH:7]=[CH:6][CH:5]=[CH:4][CH:3]=1.[Si:19]([O:26][CH2:27][C:28]1[CH:33]=[C:32]([C:34]([O:36][CH3:37])=[O:35])[CH:31]=[C:30]([CH:38]=O)[N:29]=1)([C:22]([CH3:25])([CH3:24])[CH3:23])([CH3:21])[CH3:20]. (6) Given the product [CH2:1]([O:3][P:4](/[CH:9]=[CH:10]/[C:11]1[CH:20]=[CH:19][C:18]2[C:13](=[C:14]([C:22]3[C:31]4[C:26](=[CH:27][CH:28]=[CH:29][CH:30]=4)[CH:25]=[CH:24][CH:23]=3)[CH:15]=[C:16]([NH:21][C:38](=[O:40])[CH3:39])[CH:17]=2)[N:12]=1)(=[O:8])[O:5][CH2:6][CH3:7])[CH3:2], predict the reactants needed to synthesize it. The reactants are: [CH2:1]([O:3][P:4](/[CH:9]=[CH:10]/[C:11]1[CH:20]=[CH:19][C:18]2[C:13](=[C:14]([C:22]3[C:31]4[C:26](=[CH:27][CH:28]=[CH:29][CH:30]=4)[CH:25]=[CH:24][CH:23]=3)[CH:15]=[C:16]([NH2:21])[CH:17]=2)[N:12]=1)(=[O:8])[O:5][CH2:6][CH3:7])[CH3:2].N1C=CC=CC=1.[C:38](OC(=O)C)(=[O:40])[CH3:39]. (7) Given the product [NH2:8][C:7]1[CH:6]=[N:5][CH:4]=[C:3]([CH3:11])[C:2]=1[NH2:1], predict the reactants needed to synthesize it. The reactants are: [NH2:1][C:2]1[C:7]([N+:8]([O-])=O)=[CH:6][N:5]=[CH:4][C:3]=1[CH3:11].Cl. (8) Given the product [C:14]([O:13][C:12]([N:11]([C:3]1[N:4]=[C:5]2[CH:10]=[CH:9][CH:8]=[CH:7][N:6]2[C:2]=1[CH3:1])[S:22]([C:25]1[CH:26]=[CH:27][C:28]([C:29]([O:31][CH3:32])=[O:30])=[CH:33][CH:34]=1)(=[O:24])=[O:23])=[O:18])([CH3:15])([CH3:17])[CH3:16], predict the reactants needed to synthesize it. The reactants are: [CH3:1][C:2]1[N:6]2[CH:7]=[CH:8][CH:9]=[CH:10][C:5]2=[N:4][C:3]=1[NH:11][C:12](=[O:18])[O:13][C:14]([CH3:17])([CH3:16])[CH3:15].[H-].[Na+].Cl[S:22]([C:25]1[CH:34]=[CH:33][C:28]([C:29]([O:31][CH3:32])=[O:30])=[CH:27][CH:26]=1)(=[O:24])=[O:23]. (9) Given the product [CH2:31]([C:28]1[CH:29]=[CH:30][C:25]([O:24][C:21]2[CH:22]=[CH:23][C:18]([CH2:17][CH2:16][C:5]([NH:4][C:1](=[O:3])[CH3:2])([CH2:11][OH:12])[CH2:6][OH:7])=[CH:19][CH:20]=2)=[CH:26][CH:27]=1)[CH2:32][CH2:33][CH3:34], predict the reactants needed to synthesize it. The reactants are: [C:1]([NH:4][C:5]([CH2:16][CH2:17][C:18]1[CH:23]=[CH:22][C:21]([O:24][C:25]2[CH:30]=[CH:29][C:28]([CH2:31][CH2:32][CH2:33][CH3:34])=[CH:27][CH:26]=2)=[CH:20][CH:19]=1)([C:11](OCC)=[O:12])[C:6](OCC)=[O:7])(=[O:3])[CH3:2].OP([O-])([O-])=O.[K+].[K+].[BH4-].[Na+].[OH-].[Na+].